From a dataset of Full USPTO retrosynthesis dataset with 1.9M reactions from patents (1976-2016). Predict the reactants needed to synthesize the given product. (1) Given the product [CH:17]1([C:2]2[N:7]=[C:6]([NH:8][CH2:9][C:10]([F:13])([F:12])[F:11])[C:5]([N+:14]([O-:16])=[O:15])=[CH:4][CH:3]=2)[CH2:19][CH2:18]1, predict the reactants needed to synthesize it. The reactants are: Cl[C:2]1[N:7]=[C:6]([NH:8][CH2:9][C:10]([F:13])([F:12])[F:11])[C:5]([N+:14]([O-:16])=[O:15])=[CH:4][CH:3]=1.[CH:17]1(B(O)O)[CH2:19][CH2:18]1.P([O-])([O-])([O-])=O.[K+].[K+].[K+].COC1C=CC=C(OC)C=1C1C=CC=CC=1P(C1CCCCC1)C1CCCCC1. (2) Given the product [F:39][C:2]([F:1])([F:38])[CH:3]([NH:4][C:5]1[CH:10]=[CH:9][C:8]([O:11][C:12]2[CH:17]=[C:16]([NH:18][C:19]([N:21]3[CH2:25][CH2:24][CH2:23][CH2:22]3)=[O:20])[N:15]=[CH:14][N:13]=2)=[C:7]([F:26])[CH:6]=1)[CH2:27][C:28]([OH:30])=[O:29], predict the reactants needed to synthesize it. The reactants are: [F:1][C:2]([F:39])([F:38])[CH:3]([CH:27](C(OCC)=O)[C:28]([O:30]CC)=[O:29])[NH:4][C:5]1[CH:10]=[CH:9][C:8]([O:11][C:12]2[CH:17]=[C:16]([NH:18][C:19]([N:21]3[CH2:25][CH2:24][CH2:23][CH2:22]3)=[O:20])[N:15]=[CH:14][N:13]=2)=[C:7]([F:26])[CH:6]=1.[OH-].[Na+].